Dataset: Reaction yield outcomes from USPTO patents with 853,638 reactions. Task: Predict the reaction yield, written as a fraction of the theoretical maximum amount of product (1.0 means a 100% yield; for example, 0.34 means a 34% yield). (1) The reactants are [Br:1][C:2]1[CH:3]=[C:4]2[N:10]=[C:9]([C:11]3[CH:16]=[CH:15][C:14]([O:17][CH2:18][CH2:19][CH2:20]Cl)=[CH:13][CH:12]=3)[NH:8][C:5]2=[N:6][CH:7]=1.[I-].[Li+].[NH:24]1[CH2:29][CH2:28][O:27][CH2:26][CH2:25]1. The catalyst is CN(C=O)C.C(Cl)Cl.CO.N. The product is [Br:1][C:2]1[CH:3]=[C:4]2[N:10]=[C:9]([C:11]3[CH:16]=[CH:15][C:14]([O:17][CH2:18][CH2:19][CH2:20][N:24]4[CH2:29][CH2:28][O:27][CH2:26][CH2:25]4)=[CH:13][CH:12]=3)[NH:8][C:5]2=[N:6][CH:7]=1. The yield is 1.00. (2) The reactants are C(OC[CH2:6][O:7][C:8]1[CH:13]=[C:12]([O:14][CH3:15])[CH:11]=[CH:10][C:9]=1[C:16](=[O:37])[C:17]1[CH:22]=[CH:21][CH:20]=[C:19]([O:23][CH2:24][C:25]2[N:26]=[C:27]([C:31]3[CH:36]=[CH:35][CH:34]=[CH:33][CH:32]=3)[O:28][C:29]=2[CH3:30])[CH:18]=1)(=O)C.[O:38]1[CH2:42]CCC1.[OH2:43].[OH-].[Li+].Cl. The catalyst is O.C(O)C. The product is [CH3:15][O:14][C:12]1[CH:11]=[CH:10][C:9]([C:16](=[O:37])[C:17]2[CH:22]=[CH:21][CH:20]=[C:19]([O:23][CH2:24][C:25]3[N:26]=[C:27]([C:31]4[CH:36]=[CH:35][CH:34]=[CH:33][CH:32]=4)[O:28][C:29]=3[CH3:30])[CH:18]=2)=[C:8]([CH:13]=1)[O:7][CH2:6][C:42]([OH:38])=[O:43]. The yield is 0.970. (3) The yield is 0.970. The reactants are C[O:2][C:3](=[O:20])[CH:4]([CH3:19])[CH2:5][NH:6][C:7]([O:9][CH2:10][C:11]1[CH:16]=[CH:15][C:14]([O:17][CH3:18])=[CH:13][CH:12]=1)=[O:8].[OH-].[Li+]. The product is [CH3:18][O:17][C:14]1[CH:13]=[CH:12][C:11]([CH2:10][O:9][C:7]([NH:6][CH2:5][CH:4]([CH3:19])[C:3]([OH:20])=[O:2])=[O:8])=[CH:16][CH:15]=1. The catalyst is CO. (4) The reactants are [NH2:1][CH2:2][CH2:3][CH2:4][N:5]1[CH2:10][CH2:9][CH2:8][CH2:7][CH2:6]1.[C:11]([O:15][C:16]([NH:18][C:19]1[CH:24]=[CH:23][CH:22]=[CH:21][C:20]=1[NH:25][C:26](=[O:40])[C:27]1[CH:32]=[CH:31][C:30]([C:33]2[CH:38]=[CH:37][N:36]=[C:35](Cl)[N:34]=2)=[CH:29][CH:28]=1)=[O:17])([CH3:14])([CH3:13])[CH3:12]. The catalyst is CN(C)C(=O)C. The product is [C:11]([O:15][C:16]([NH:18][C:19]1[CH:24]=[CH:23][CH:22]=[CH:21][C:20]=1[NH:25][C:26](=[O:40])[C:27]1[CH:32]=[CH:31][C:30]([C:33]2[CH:38]=[CH:37][N:36]=[C:35]([NH:1][CH2:2][CH2:3][CH2:4][N:5]3[CH2:10][CH2:9][CH2:8][CH2:7][CH2:6]3)[N:34]=2)=[CH:29][CH:28]=1)=[O:17])([CH3:14])([CH3:12])[CH3:13]. The yield is 0.450. (5) The yield is 0.780. The catalyst is N1C=CC=CC=1.CN(C1C=CN=CC=1)C. The product is [CH:22]([O:21][C:19]1[C:13]2[CH2:14][CH:15]([CH2:17][O:18][S:31]([C:28]3[CH:29]=[CH:30][C:25]([CH3:35])=[CH:26][CH:27]=3)(=[O:33])=[O:32])[O:16][C:12]=2[CH:11]=[C:10]([C:8](=[O:9])[NH:7][C:4]2[CH:5]=[CH:6][N:2]([CH3:1])[N:3]=2)[CH:20]=1)([CH3:24])[CH3:23]. The reactants are [CH3:1][N:2]1[CH:6]=[CH:5][C:4]([NH:7][C:8]([C:10]2[CH:20]=[C:19]([O:21][CH:22]([CH3:24])[CH3:23])[C:13]3[CH2:14][CH:15]([CH2:17][OH:18])[O:16][C:12]=3[CH:11]=2)=[O:9])=[N:3]1.[C:25]1([CH3:35])[CH:30]=[CH:29][C:28]([S:31](Cl)(=[O:33])=[O:32])=[CH:27][CH:26]=1. (6) The reactants are [Cl:1][C:2]1[CH:3]=[C:4]2[C:8](=[C:9]([C:11]3[N:16]=[CH:15][N:14]=[C:13]([OH:17])[CH:12]=3)[CH:10]=1)[N:7]([CH3:18])[N:6]=[CH:5]2.CN(C(ON1N=NC2C=CC=NC1=2)=[N+](C)C)C.F[P-](F)(F)(F)(F)F.C1CCN2C(=NCCC2)CC1.N[C@@H:55]1[C:71]2[CH:72]=[C:67]([CH:68]=[CH:69][CH:70]=2)[C:66]2[N:65]([CH:73]([F:75])[F:74])[N:64]=[CH:63][C:62]=2[NH:61][C:60](=[O:76])[C@H:59]([CH3:77])[CH2:58][CH2:57][CH2:56]1. The catalyst is C(#N)C.CN(C=O)C. The product is [Cl:1][C:2]1[CH:3]=[C:4]2[C:8](=[C:9]([C:11]3[N:16]=[CH:15][N:14]([C@@H:55]4[C:71]5[CH:72]=[C:67]([CH:68]=[CH:69][CH:70]=5)[C:66]5[N:65]([CH:73]([F:75])[F:74])[N:64]=[CH:63][C:62]=5[NH:61][C:60](=[O:76])[C@H:59]([CH3:77])[CH2:58][CH2:57][CH2:56]4)[C:13](=[O:17])[CH:12]=3)[CH:10]=1)[N:7]([CH3:18])[N:6]=[CH:5]2. The yield is 0.302. (7) The reactants are [Cl:1][C:2]1[C:7]([NH:8][CH2:9][CH:10]2[CH2:18][C:17]3[C:12](=[CH:13][CH:14]=[CH:15][CH:16]=3)[CH2:11]2)=[CH:6][N:5]=[N:4][C:3]=1[NH:19][NH:20][C:21](=O)[CH2:22][CH:23]1[CH2:25][CH2:24]1.P(Cl)(Cl)(Cl)=O. The catalyst is C(#N)C. The product is [Cl:1][C:2]1[C:3]2[N:4]([C:21]([CH2:22][CH:23]3[CH2:25][CH2:24]3)=[N:20][N:19]=2)[N:5]=[CH:6][C:7]=1[NH:8][CH2:9][CH:10]1[CH2:18][C:17]2[C:12](=[CH:13][CH:14]=[CH:15][CH:16]=2)[CH2:11]1. The yield is 0.0370.